This data is from TCR-epitope binding with 47,182 pairs between 192 epitopes and 23,139 TCRs. The task is: Binary Classification. Given a T-cell receptor sequence (or CDR3 region) and an epitope sequence, predict whether binding occurs between them. (1) The epitope is KPLEFGATSAAL. The TCR CDR3 sequence is CASRAGTSVPYEQYF. Result: 1 (the TCR binds to the epitope). (2) The epitope is GLCTLVAML. The TCR CDR3 sequence is CASSLGLENEQFF. Result: 1 (the TCR binds to the epitope). (3) The epitope is HTTDPSFLGRY. The TCR CDR3 sequence is CASSRGRADPHEQYF. Result: 1 (the TCR binds to the epitope). (4) The TCR CDR3 sequence is CASSLGQGEQYF. Result: 1 (the TCR binds to the epitope). The epitope is PKYVKQNTLKLAT. (5) The epitope is YLNTLTLAV. The TCR CDR3 sequence is CASSLGGELDYEQYF. Result: 1 (the TCR binds to the epitope). (6) The epitope is ISPRTLNAW. The TCR CDR3 sequence is CASSNPDGTGDNEQFF. Result: 1 (the TCR binds to the epitope). (7) The epitope is IVDTVSALV. The TCR CDR3 sequence is CASSVGPEAAYNEQFF. Result: 1 (the TCR binds to the epitope).